Dataset: Full USPTO retrosynthesis dataset with 1.9M reactions from patents (1976-2016). Task: Predict the reactants needed to synthesize the given product. (1) Given the product [Br:20][C:18]1[CH:19]=[C:12]2[C:13]([CH:14]=[C:5]([C:6]#[N:7])[CH:4]=[N:11]2)=[CH:16][CH:17]=1, predict the reactants needed to synthesize it. The reactants are: C(O[CH:4](OCC)[CH2:5][C:6]#[N:7])C.[NH2:11][C:12]1[CH:19]=[C:18]([Br:20])[CH:17]=[CH:16][C:13]=1[CH:14]=O.O.C1(C)C=CC(S(O)(=O)=O)=CC=1. (2) Given the product [OH:9][CH2:8][C@@H:7]([N:4]1[CH2:5][CH2:6][C@@H:2]([NH:1][C:22](=[O:23])[O:21][C:18]([CH3:20])([CH3:19])[CH3:17])[CH:3]1[CH3:16])[C:10]1[CH:15]=[CH:14][CH:13]=[CH:12][CH:11]=1, predict the reactants needed to synthesize it. The reactants are: [NH2:1][C@@H:2]1[CH2:6][CH2:5][N:4]([C@@H:7]([C:10]2[CH:15]=[CH:14][CH:13]=[CH:12][CH:11]=2)[CH2:8][OH:9])[CH:3]1[CH3:16].[CH3:17][C:18]([O:21][C:22](O[C:22]([O:21][C:18]([CH3:20])([CH3:19])[CH3:17])=[O:23])=[O:23])([CH3:20])[CH3:19].C(N(CC)CC)C. (3) Given the product [CH:23]1([CH2:28][CH2:29][NH:30][CH2:1][C:3]2[C:12]3[C:7](=[CH:8][CH:9]=[CH:10][CH:11]=3)[C:6]([O:13][C:14]3[CH:22]=[CH:21][C:17]([C:18]([NH2:20])=[O:19])=[CH:16][N:15]=3)=[CH:5][CH:4]=2)[CH2:27][CH2:26][CH2:25][CH2:24]1, predict the reactants needed to synthesize it. The reactants are: [CH:1]([C:3]1[C:12]2[C:7](=[CH:8][CH:9]=[CH:10][CH:11]=2)[C:6]([O:13][C:14]2[CH:22]=[CH:21][C:17]([C:18]([NH2:20])=[O:19])=[CH:16][N:15]=2)=[CH:5][CH:4]=1)=O.[CH:23]1([CH2:28][CH2:29][NH2:30])[CH2:27][CH2:26][CH2:25][CH2:24]1.[BH4-].[Na+].O. (4) Given the product [Cl:1][C:2]1[CH:3]=[C:4]([CH2:20][C:21]([OH:23])=[O:22])[CH:5]=[C:6]([CH3:19])[C:7]=1[O:8][C:9]1[CH:14]=[C:13]([CH:15]([CH3:17])[CH3:16])[C:12](=[O:26])[NH:11][N:10]=1, predict the reactants needed to synthesize it. The reactants are: [Cl:1][C:2]1[CH:3]=[C:4]([CH2:20][C:21]([OH:23])=[O:22])[CH:5]=[C:6]([CH3:19])[C:7]=1[O:8][C:9]1[N:10]=[N:11][C:12](Cl)=[C:13]([CH:15]([CH3:17])[CH3:16])[CH:14]=1.C([O-])(=[O:26])C.[Na+]. (5) Given the product [N:8]1([C:4]2[N:3]=[C:2]([N:13]3[CH2:18][CH2:17][CH2:16][CH2:15][CH:14]3[CH2:19][CH2:20][OH:21])[CH:7]=[CH:6][N:5]=2)[CH:12]=[CH:11][N:10]=[CH:9]1, predict the reactants needed to synthesize it. The reactants are: Cl[C:2]1[CH:7]=[CH:6][N:5]=[C:4]([N:8]2[CH:12]=[CH:11][N:10]=[CH:9]2)[N:3]=1.[NH:13]1[CH2:18][CH2:17][CH2:16][CH2:15][CH:14]1[CH2:19][CH2:20][OH:21].CCN(C(C)C)C(C)C. (6) Given the product [CH3:1][O:2][C:3](=[O:24])[C:4]1[CH:9]=[C:8]([C:10]2[CH:15]=[CH:14][C:13]([CH3:16])=[CH:12][N:11]=2)[CH:7]=[C:6]([N:17]=[C:18]([Cl:45])[C:19]([F:22])([F:21])[CH3:20])[CH:5]=1, predict the reactants needed to synthesize it. The reactants are: [CH3:1][O:2][C:3](=[O:24])[C:4]1[CH:9]=[C:8]([C:10]2[CH:15]=[CH:14][C:13]([CH3:16])=[CH:12][N:11]=2)[CH:7]=[C:6]([NH:17][C:18](=O)[C:19]([F:22])([F:21])[CH3:20])[CH:5]=1.C1(P(C2C=CC=CC=2)C2C=CC=CC=2)C=CC=CC=1.C(Cl)(Cl)(Cl)[Cl:45]. (7) The reactants are: CC(OI1(OC(C)=O)(OC(C)=O)OC(=O)C2C=CC=CC1=2)=O.[Cl:23][C:24]1[S:28][C:27]([C:29]([NH:31][C:32]2[CH:40]=[CH:39][CH:38]=[C:37]3[C:33]=2[CH2:34][N:35]([CH2:42][C:43]2[CH:48]=[CH:47][CH:46]=[C:45]([CH2:49][OH:50])[CH:44]=2)[C:36]3=[O:41])=[O:30])=[CH:26][CH:25]=1.C(=O)(O)[O-].[Na+].C(OCC)(=O)C. Given the product [Cl:23][C:24]1[S:28][C:27]([C:29]([NH:31][C:32]2[CH:40]=[CH:39][CH:38]=[C:37]3[C:33]=2[CH2:34][N:35]([CH2:42][C:43]2[CH:48]=[CH:47][CH:46]=[C:45]([CH:49]=[O:50])[CH:44]=2)[C:36]3=[O:41])=[O:30])=[CH:26][CH:25]=1, predict the reactants needed to synthesize it. (8) Given the product [C:16]([NH:15][NH:14][C@@H:12]([C:9]1[CH:8]=[CH:7][C:6]([C:4]([O:3][CH2:1][CH3:2])=[O:5])=[CH:11][CH:10]=1)[CH3:13])(=[O:18])[C:34]1[CH:39]=[CH:38][CH:37]=[CH:36][CH:35]=1, predict the reactants needed to synthesize it. The reactants are: [CH2:1]([O:3][C:4]([C:6]1[CH:11]=[CH:10][C:9]([CH:12]([NH:14][NH:15][C:16]([O:18]C(C)(C)C)=O)[CH3:13])=[CH:8][CH:7]=1)=[O:5])[CH3:2].C(O)(C(F)(F)F)=O.C(Cl)Cl.C(Cl)(=O)[C:34]1[CH:39]=[CH:38][CH:37]=[CH:36][CH:35]=1.C(C1C=C(C)C=C(C(C)(C)C)N=1)(C)(C)C. (9) Given the product [Cl:19][C:18]1[C:17]2[C:12](=[CH:13][CH:14]=[C:15]([C:20]([C:28]3[C:29]([CH3:35])=[N:30][C:31]([CH3:34])=[CH:32][CH:33]=3)([OH:21])[C:22]3[N:26]([CH3:27])[N:25]=[N:24][CH:23]=3)[CH:16]=2)[N:11]=[C:10]([O:36][CH3:37])[C:9]=1[OH:8], predict the reactants needed to synthesize it. The reactants are: C([O:8][C:9]1[C:10]([O:36][CH3:37])=[N:11][C:12]2[C:17]([C:18]=1[Cl:19])=[CH:16][C:15]([C:20]([C:28]1[C:29]([CH3:35])=[N:30][C:31]([CH3:34])=[CH:32][CH:33]=1)([C:22]1[N:26]([CH3:27])[N:25]=[N:24][CH:23]=1)[OH:21])=[CH:14][CH:13]=2)C1C=CC=CC=1. (10) Given the product [C:5]([O:9][C:10]([N:12]1[CH2:16][C@@H:15]([O:17][C:18]2[CH:27]=[CH:26][C:25]3[C:20](=[CH:21][CH:22]=[CH:23][CH:24]=3)[CH:19]=2)[CH2:14][C@H:13]1[CH2:28][OH:29])=[O:11])([CH3:8])([CH3:7])[CH3:6], predict the reactants needed to synthesize it. The reactants are: CSC.B.[C:5]([O:9][C:10]([N:12]1[CH2:16][C@@H:15]([O:17][C:18]2[CH:27]=[CH:26][C:25]3[C:20](=[CH:21][CH:22]=[CH:23][CH:24]=3)[CH:19]=2)[CH2:14][C@H:13]1[C:28](O)=[O:29])=[O:11])([CH3:8])([CH3:7])[CH3:6].O.